This data is from Forward reaction prediction with 1.9M reactions from USPTO patents (1976-2016). The task is: Predict the product of the given reaction. (1) Given the reactants [NH2:1][C:2]1[N:11]=[C:10]([NH2:12])[C:9]2[C:4](=[N:5][CH:6]=[C:7]([CH2:13][NH:14][C:15]3[CH:20]=[CH:19][C:18]([CH2:21][C:22]([O:24]C(C)(C)C)=[O:23])=[CH:17][CH:16]=3)[N:8]=2)[N:3]=1.FC(F)(F)C(O)=O, predict the reaction product. The product is: [NH2:1][C:2]1[N:11]=[C:10]([NH2:12])[C:9]2[C:4](=[N:5][CH:6]=[C:7]([CH2:13][NH:14][C:15]3[CH:16]=[CH:17][C:18]([CH2:21][C:22]([OH:24])=[O:23])=[CH:19][CH:20]=3)[N:8]=2)[N:3]=1. (2) Given the reactants [Br:1][C:2]1[CH:3]=[CH:4][C:5]([OH:11])=[C:6]([C:8](=[O:10])[CH3:9])[CH:7]=1.[F:12][C:13]1[CH:14]=[C:15]([CH:18]=[CH:19][CH:20]=1)[CH:16]=O, predict the reaction product. The product is: [Br:1][C:2]1[CH:7]=[C:6]2[C:5](=[CH:4][CH:3]=1)[O:11][CH:16]([C:15]1[CH:18]=[CH:19][CH:20]=[C:13]([F:12])[CH:14]=1)[CH2:9][C:8]2=[O:10]. (3) Given the reactants C[O:2][C:3]([C:5]1[CH:9]=[CH:8][N:7]([CH3:10])[C:6]=1[C:11]([C:14]([O:16][CH3:17])=[O:15])=[CH:12][NH2:13])=O.CC(C)([O-])C.[Na+], predict the reaction product. The product is: [CH3:17][O:16][C:14]([C:11]1[C:6]2[N:7]([CH3:10])[CH:8]=[CH:9][C:5]=2[C:3](=[O:2])[NH:13][CH:12]=1)=[O:15].